Dataset: Catalyst prediction with 721,799 reactions and 888 catalyst types from USPTO. Task: Predict which catalyst facilitates the given reaction. (1) Reactant: [NH2:1][C:2]1[N:7]=[CH:6][C:5]([S:8]([OH:11])(=[O:10])=[O:9])=[CH:4][CH:3]=1.[N+:12]([O-])([OH:14])=[O:13]. Product: [NH2:1][C:2]1[N:7]=[CH:6][C:5]([S:8]([OH:11])(=[O:10])=[O:9])=[CH:4][C:3]=1[N+:12]([O-:14])=[O:13]. The catalyst class is: 82. (2) Reactant: [CH3:1][C:2]1([CH3:12])[NH:7][C:6]([CH3:9])([CH3:8])[C:5](=[O:10])[NH:4][C:3]1=[O:11].[H-].[Na+].[H][H].[CH2:17](Br)[C:18]#[CH:19]. Product: [CH2:19]([N:4]1[C:5](=[O:10])[C:6]([CH3:8])([CH3:9])[NH:7][C:2]([CH3:12])([CH3:1])[C:3]1=[O:11])[C:18]#[CH:17]. The catalyst class is: 35. (3) Reactant: [NH:1]1[CH2:8][CH2:7][CH2:6][C@H:2]1[C:3]([OH:5])=[O:4].C(O)(=O)C.[O:13]1[CH2:18][CH2:17][CH:16]([CH:19]=O)[CH2:15][CH2:14]1.S([O-])([O-])(=O)=O.[Na+].[Na+].C(O[BH-](OC(=O)C)OC(=O)C)(=O)C. Product: [O:13]1[CH2:18][CH2:17][CH:16]([CH2:19][N:1]2[CH2:8][CH2:7][CH2:6][C@H:2]2[C:3]([OH:5])=[O:4])[CH2:15][CH2:14]1. The catalyst class is: 26. (4) Reactant: [H-].[Na+].[CH3:3][C:4]([C:6]1[CH:11]=[CH:10][CH:9]=[C:8]([Cl:12])[CH:7]=1)=[O:5].[C:13](OCC)(=[O:19])[C:14]([O:16][CH2:17][CH3:18])=[O:15].Cl. Product: [Cl:12][C:8]1[CH:7]=[C:6]([C:4](=[O:5])[CH2:3][C:13](=[O:19])[C:14]([O:16][CH2:17][CH3:18])=[O:15])[CH:11]=[CH:10][CH:9]=1. The catalyst class is: 39. (5) Reactant: [Cl:1][C:2]1[S:6][C:5]([C:7]([NH:9][C:10]2[CH:18]=[CH:17][CH:16]=[C:15]3[C:11]=2[C:12](=[O:24])[N:13]([CH2:20][C:21]([OH:23])=O)[C:14]3=[O:19])=[O:8])=[CH:4][CH:3]=1.O.O[N:27]1[C:31]2[CH:32]=[CH:33][CH:34]=[CH:35]C=2N=N1.CN(C)CCCN=[C:42]=[N:43][CH2:44][CH3:45].[CH:47]([N:50](C(C)C)CC)(C)C. Product: [Cl:1][C:2]1[S:6][C:5]([C:7]([NH:9][C:10]2[CH:18]=[CH:17][CH:16]=[C:15]3[C:11]=2[C:12](=[O:24])[N:13]([CH2:20][C:21](=[O:23])[N:43]2[CH2:42][CH2:47][N:50]([C:33]4[CH:32]=[CH:31][N:27]=[CH:35][CH:34]=4)[CH2:45][CH2:44]2)[C:14]3=[O:19])=[O:8])=[CH:4][CH:3]=1. The catalyst class is: 18. (6) Reactant: FC(F)(F)[C:3](O)=[O:4].[CH2:8]1N2CN3CN(C2)CN1C3.[CH3:18][C:19]1[CH:24]=[C:23](O)[CH:22]=[CH:21][C:20]=1[C:26]12[CH2:35][CH:30]3[CH2:31][CH:32]([CH2:34][C:28]([C:36]4[CH:41]=[CH:40][C:39]([OH:42])=[CH:38][C:37]=4[CH3:43])([CH2:29]3)[CH2:27]1)[CH2:33]2.[OH-:44].[Na+].[OH2:46]. Product: [CH:18]([C:19]1[CH:24]=[C:23]([OH:46])[CH:22]=[C:21]([CH3:8])[C:20]=1[C:26]12[CH2:35][CH:30]3[CH2:31][CH:32]([CH2:34][C:28]([C:36]4[C:37]([CH3:43])=[CH:38][C:39]([OH:42])=[CH:40][C:41]=4[CH:3]=[O:4])([CH2:29]3)[CH2:27]1)[CH2:33]2)=[O:44]. The catalyst class is: 13. (7) Reactant: [F:1][C:2]([F:17])([F:16])[C:3]1[CH:8]=[CH:7][C:6]([C:9]2[CH:10]=[C:11]([CH:14]=[O:15])[S:12][CH:13]=2)=[CH:5][CH:4]=1.CC(=CC)C.Cl([O-])=[O:24].[Na+].P([O-])(O)(O)=O.[Na+]. Product: [F:17][C:2]([F:16])([F:1])[C:3]1[CH:4]=[CH:5][C:6]([C:9]2[CH:10]=[C:11]([C:14]([OH:24])=[O:15])[S:12][CH:13]=2)=[CH:7][CH:8]=1. The catalyst class is: 878. (8) Reactant: [F:1][CH:2]1[C:7]([C:8]2[C:16]3[C:11](=[CH:12][CH:13]=[C:14]([NH2:17])[CH:15]=3)[NH:10][CH:9]=2)=[CH:6][CH2:5][N:4]([CH3:18])[CH2:3]1.I.CS[C:22]([C:24]1[S:25][CH:26]=[CH:27][CH:28]=1)=[NH:23]. Product: [F:1][CH:2]1[C:7]([C:8]2[C:16]3[C:11](=[CH:12][CH:13]=[C:14]([NH:17][C:22]([C:24]4[S:25][CH:26]=[CH:27][CH:28]=4)=[NH:23])[CH:15]=3)[NH:10][CH:9]=2)=[CH:6][CH2:5][N:4]([CH3:18])[CH2:3]1. The catalyst class is: 8.